This data is from Catalyst prediction with 721,799 reactions and 888 catalyst types from USPTO. The task is: Predict which catalyst facilitates the given reaction. (1) Reactant: [CH3:1][C:2]1[C:3]([OH:12])=[CH:4][C:5]2[C:10]([CH:11]=1)=[CH:9][CH:8]=[CH:7][CH:6]=2.[Br:13]Br. Product: [Br:13][C:4]1[C:5]2[C:10](=[CH:9][CH:8]=[CH:7][CH:6]=2)[CH:11]=[C:2]([CH3:1])[C:3]=1[OH:12]. The catalyst class is: 15. (2) Reactant: C(OC([N:8]1[CH2:13][CH2:12][CH:11]([N:14]2[CH2:17][CH2:16][C:15]2=[O:18])[CH2:10][CH2:9]1)=O)(C)(C)C.C(O)(C(F)(F)F)=O. Product: [NH:8]1[CH2:13][CH2:12][CH:11]([N:14]2[CH2:17][CH2:16][C:15]2=[O:18])[CH2:10][CH2:9]1. The catalyst class is: 2. (3) Reactant: [CH2:1]([O:8][C:9](=[O:23])[NH:10][CH:11]([C:13]1[N:14]=[C:15]2[CH:20]=[CH:19][CH:18]=[N:17][N:16]2[C:21]=1I)[CH3:12])[C:2]1[CH:7]=[CH:6][CH:5]=[CH:4][CH:3]=1.C([Sn](CCCC)(CCCC)[C:29]1[CH:34]=[CH:33][CH:32]=[CH:31][N:30]=1)CCC. Product: [CH2:1]([O:8][C:9](=[O:23])[NH:10][CH:11]([C:13]1[N:14]=[C:15]2[CH:20]=[CH:19][CH:18]=[N:17][N:16]2[C:21]=1[C:29]1[CH:34]=[CH:33][CH:32]=[CH:31][N:30]=1)[CH3:12])[C:2]1[CH:7]=[CH:6][CH:5]=[CH:4][CH:3]=1. The catalyst class is: 77.